From a dataset of Catalyst prediction with 721,799 reactions and 888 catalyst types from USPTO. Predict which catalyst facilitates the given reaction. (1) Reactant: [N+:1](=[CH:3][Si](C)(C)C)=[N-:2].[O-2].[Ca+2].CC#N.Cl[C:14]([C@@H:16]1[CH2:21][CH2:20][CH2:19][CH2:18][C@H:17]1[C:22]([O:24][CH3:25])=[O:23])=[O:15]. Product: [N+:1](=[CH:3][C:14]([C@@H:16]1[CH2:21][CH2:20][CH2:19][CH2:18][C@H:17]1[C:22]([O:24][CH3:25])=[O:23])=[O:15])=[N-:2]. The catalyst class is: 1. (2) Reactant: C([O:8][N:9]1[C:18]2[N:17]=[CH:16][C:15]([S:19]([NH:22][C:23]3[CH:28]=[CH:27][CH:26]=[CH:25][CH:24]=3)(=[O:21])=[O:20])=[CH:14][C:13]=2[C:12]([OH:29])=[C:11]([C:30]2[CH:35]=[CH:34][CH:33]=[CH:32][CH:31]=2)[C:10]1=[O:36])C1C=CC=CC=1. Product: [OH:29][C:12]1[C:13]2[CH:14]=[C:15]([S:19]([NH:22][C:23]3[CH:24]=[CH:25][CH:26]=[CH:27][CH:28]=3)(=[O:21])=[O:20])[CH:16]=[N:17][C:18]=2[N:9]([OH:8])[C:10](=[O:36])[C:11]=1[C:30]1[CH:31]=[CH:32][CH:33]=[CH:34][CH:35]=1. The catalyst class is: 50. (3) Reactant: [CH2-]C(C)=O.C1N2CCN(CC2)C1.CCN(C(C)C)C(C)C.[CH3:22][Si:23]([CH2:26][CH2:27][O:28][CH2:29]Cl)([CH3:25])[CH3:24].[CH3:31][CH2:32][O:33][C:34](C)=[O:35]. Product: [CH3:22][Si:23]([CH2:26][CH2:27][O:28][CH2:29][O:35][CH2:34][O:33][CH2:32][CH2:31][Si:23]([CH3:25])([CH3:24])[CH3:22])([CH3:25])[CH3:24]. The catalyst class is: 308.